Dataset: NCI-60 drug combinations with 297,098 pairs across 59 cell lines. Task: Regression. Given two drug SMILES strings and cell line genomic features, predict the synergy score measuring deviation from expected non-interaction effect. (1) Cell line: CAKI-1. Drug 2: C1C(C(OC1N2C=NC3=C2NC=NCC3O)CO)O. Synergy scores: CSS=39.1, Synergy_ZIP=-4.58, Synergy_Bliss=-4.15, Synergy_Loewe=-9.15, Synergy_HSA=0.494. Drug 1: CCC1=CC2CC(C3=C(CN(C2)C1)C4=CC=CC=C4N3)(C5=C(C=C6C(=C5)C78CCN9C7C(C=CC9)(C(C(C8N6C)(C(=O)OC)O)OC(=O)C)CC)OC)C(=O)OC.C(C(C(=O)O)O)(C(=O)O)O. (2) Drug 1: CC(CN1CC(=O)NC(=O)C1)N2CC(=O)NC(=O)C2. Synergy scores: CSS=16.3, Synergy_ZIP=-4.78, Synergy_Bliss=-3.48, Synergy_Loewe=-5.66, Synergy_HSA=-1.76. Cell line: PC-3. Drug 2: CN1C2=C(C=C(C=C2)N(CCCl)CCCl)N=C1CCCC(=O)O.Cl. (3) Drug 1: C1=CC=C(C=C1)NC(=O)CCCCCCC(=O)NO. Drug 2: CCC1(CC2CC(C3=C(CCN(C2)C1)C4=CC=CC=C4N3)(C5=C(C=C6C(=C5)C78CCN9C7C(C=CC9)(C(C(C8N6C)(C(=O)OC)O)OC(=O)C)CC)OC)C(=O)OC)O.OS(=O)(=O)O. Cell line: SF-295. Synergy scores: CSS=0.839, Synergy_ZIP=0.183, Synergy_Bliss=1.66, Synergy_Loewe=-7.06, Synergy_HSA=-1.59. (4) Drug 1: CN1CCC(CC1)COC2=C(C=C3C(=C2)N=CN=C3NC4=C(C=C(C=C4)Br)F)OC. Drug 2: C1=NC(=NC(=O)N1C2C(C(C(O2)CO)O)O)N. Cell line: SF-295. Synergy scores: CSS=3.84, Synergy_ZIP=-1.87, Synergy_Bliss=-2.51, Synergy_Loewe=-2.35, Synergy_HSA=-2.07. (5) Cell line: DU-145. Drug 1: C1=NNC2=C1C(=O)NC=N2. Drug 2: COCCOC1=C(C=C2C(=C1)C(=NC=N2)NC3=CC=CC(=C3)C#C)OCCOC.Cl. Synergy scores: CSS=13.0, Synergy_ZIP=-6.12, Synergy_Bliss=-1.38, Synergy_Loewe=0.483, Synergy_HSA=1.16. (6) Drug 1: C1=CN(C(=O)N=C1N)C2C(C(C(O2)CO)O)O.Cl. Drug 2: CC1=C2C(C(=O)C3(C(CC4C(C3C(C(C2(C)C)(CC1OC(=O)C(C(C5=CC=CC=C5)NC(=O)OC(C)(C)C)O)O)OC(=O)C6=CC=CC=C6)(CO4)OC(=O)C)O)C)O. Cell line: SNB-19. Synergy scores: CSS=28.6, Synergy_ZIP=0.162, Synergy_Bliss=0.698, Synergy_Loewe=-1.10, Synergy_HSA=1.93.